From a dataset of Catalyst prediction with 721,799 reactions and 888 catalyst types from USPTO. Predict which catalyst facilitates the given reaction. (1) Reactant: C(OC(=O)[N:7]([C:27](=[O:29])[CH3:28])[C@H:8]1[CH2:12][C@@H:11]([N:13]2[CH:21]=[N:20][C:19]3[C:14]2=[N:15][C:16]([I:24])=[N:17][C:18]=3[NH:22][CH3:23])[C@H:10]([OH:25])[C@@H:9]1[OH:26])(C)(C)C.FC(F)(F)C(O)=O. Product: [OH:26][C@H:9]1[C@@H:10]([OH:25])[C@H:11]([N:13]2[CH:21]=[N:20][C:19]3[C:14]2=[N:15][C:16]([I:24])=[N:17][C:18]=3[NH:22][CH3:23])[CH2:12][C@@H:8]1[NH:7][C:27](=[O:29])[CH3:28]. The catalyst class is: 4. (2) Reactant: C(O[C:4]([C:6]1([CH2:22][CH2:23]OC)[CH2:11][CH2:10][N:9]([S:12]([C:15]2[CH:20]=[CH:19][CH:18]=[CH:17][C:16]=2[Cl:21])(=[O:14])=[O:13])[CH2:8][CH2:7]1)=[O:5])C.[Cl-].C[Al+]C.[Cl:30][C:31]1[CH:36]=[CH:35][CH:34]=[CH:33][C:32]=1[CH2:37][CH2:38][NH2:39]. Product: [Cl:21][C:16]1[CH:17]=[CH:18][CH:19]=[CH:20][C:15]=1[S:12]([N:9]1[CH2:10][CH2:11][C:6]2([C:4](=[O:5])[N:39]([CH2:38][CH2:37][C:32]3[CH:33]=[CH:34][CH:35]=[CH:36][C:31]=3[Cl:30])[CH2:23][CH2:22]2)[CH2:7][CH2:8]1)(=[O:13])=[O:14]. The catalyst class is: 11. (3) Reactant: [CH3:1][C:2]1([CH3:23])[C:6]([CH3:8])([CH3:7])[O:5][B:4]([C:9]2[CH:18]=[C:17]([C:19](OC)=[O:20])[CH:16]=[CH:15][C:10]=2[C:11](OC)=[O:12])[O:3]1.[H-].C([Al+]CC(C)C)C(C)C.Cl. Product: [CH3:7][C:6]1([CH3:8])[C:2]([CH3:1])([CH3:23])[O:3][B:4]([C:9]2[CH:18]=[C:17]([CH2:19][OH:20])[CH:16]=[CH:15][C:10]=2[CH2:11][OH:12])[O:5]1. The catalyst class is: 2. (4) Reactant: [C:1]1([S:7]([CH2:10][C:11]#[N:12])(=[O:9])=[O:8])[CH:6]=[CH:5][CH:4]=[CH:3][CH:2]=1.[OH:13][C:14]1[CH:21]=[CH:20][C:17]([CH:18]=O)=[CH:16][CH:15]=1. Product: [C:1]1([S:7]([C:10](=[CH:18][C:17]2[CH:20]=[CH:21][C:14]([OH:13])=[CH:15][CH:16]=2)[C:11]#[N:12])(=[O:8])=[O:9])[CH:2]=[CH:3][CH:4]=[CH:5][CH:6]=1. The catalyst class is: 575. (5) Reactant: [NH2:1][C:2]1[CH:7]=[CH:6][C:5]([CH2:8][C@H:9]([NH:14][C:15]([O:17][C:18]([CH3:21])([CH3:20])[CH3:19])=[O:16])[C:10]([O:12][CH3:13])=[O:11])=[CH:4][CH:3]=1.[Cl:22]N1C(=O)CCC1=O. Product: [NH2:1][C:2]1[CH:3]=[CH:4][C:5]([CH2:8][C@H:9]([NH:14][C:15]([O:17][C:18]([CH3:21])([CH3:20])[CH3:19])=[O:16])[C:10]([O:12][CH3:13])=[O:11])=[CH:6][C:7]=1[Cl:22]. The catalyst class is: 3. (6) Reactant: [Br:1][C:2]1[CH:9]=[CH:8][C:5](C=O)=[C:4]([O:10][CH3:11])[CH:3]=1.CO[CH:14]([O:17][CH3:18])[O:15][CH3:16].C1(C)C=CC(S(O)(=O)=O)=CC=1.C(=O)([O-])[O-].[K+].[K+]. Product: [CH3:18][O:17][CH:14]([O:15][CH3:16])[C:5]1[CH:8]=[CH:9][C:2]([Br:1])=[CH:3][C:4]=1[O:10][CH3:11]. The catalyst class is: 5. (7) Reactant: [CH2:1]([C:3]1[CH:12]=[C:11]([C:13]([F:16])([F:15])[F:14])[C:10]2[C:9](=[O:17])[NH:8][C@H:7]3[CH2:18][N:19](C(OC(C)(C)C)=O)[CH2:20][C@@H:6]3[C:5]=2[CH:4]=1)[CH3:2].[ClH:28]. Product: [ClH:28].[CH2:1]([C:3]1[CH:12]=[C:11]([C:13]([F:14])([F:15])[F:16])[C:10]2[C:9](=[O:17])[NH:8][C@H:7]3[CH2:18][NH:19][CH2:20][C@@H:6]3[C:5]=2[CH:4]=1)[CH3:2]. The catalyst class is: 27.